Dataset: Forward reaction prediction with 1.9M reactions from USPTO patents (1976-2016). Task: Predict the product of the given reaction. Given the reactants [CH3:1][C:2]([O:19][CH2:20][CH2:21][S:22]([CH3:25])(=[O:24])=[O:23])([CH3:18])[CH2:3][N:4]1[C:16]2[C:15]3[CH:14]=[CH:13][CH:12]=[CH:11][C:10]=3[N:9]=[C:8]([NH2:17])[C:7]=2[N:6]=[CH:5]1.[H][H].[OH-].[Na+], predict the reaction product. The product is: [CH3:18][C:2]([O:19][CH2:20][CH2:21][S:22]([CH3:25])(=[O:24])=[O:23])([CH3:1])[CH2:3][N:4]1[C:16]2[C:15]3[CH2:14][CH2:13][CH2:12][CH2:11][C:10]=3[N:9]=[C:8]([NH2:17])[C:7]=2[N:6]=[CH:5]1.